From a dataset of Catalyst prediction with 721,799 reactions and 888 catalyst types from USPTO. Predict which catalyst facilitates the given reaction. (1) Reactant: [Cl:1][C:2]1[CH:3]=[CH:4][C:5]([C:25]#[N:26])=[C:6]([C:8]2[C:13]([O:14][CH3:15])=[CH:12][N:11]([CH2:16][C:17]([O:19][C:20]([CH3:23])([CH3:22])[CH3:21])=[O:18])[C:10](=[O:24])[CH:9]=2)[CH:7]=1.FC(F)(F)S(O[CH2:33][CH:34]([F:36])[F:35])(=O)=O. Product: [Cl:1][C:2]1[CH:3]=[CH:4][C:5]([C:25]#[N:26])=[C:6]([C:8]2[C:13]([O:14][CH3:15])=[CH:12][N:11]([CH:16]([CH2:33][CH:34]([F:36])[F:35])[C:17]([O:19][C:20]([CH3:21])([CH3:22])[CH3:23])=[O:18])[C:10](=[O:24])[CH:9]=2)[CH:7]=1. The catalyst class is: 1. (2) Reactant: [NH2:1][C:2]1[N:6]([C:7]2[CH:12]=[CH:11][N:10]=[C:9]([C@@H:13]([NH:17][C:18]([O:20][C:21]([CH3:24])([CH3:23])[CH3:22])=[O:19])[CH2:14][CH:15]=[CH2:16])[CH:8]=2)[N:5]=[C:4]([C:25]([O:27][CH2:28][CH3:29])=[O:26])[CH:3]=1.[CH3:30][C@H:31]([CH:35]=[CH2:36])[C:32](O)=[O:33].N1C=CC=CC=1.C(P1(=O)OP(CCC)(=O)OP(CCC)(=O)O1)CC. Product: [C:21]([O:20][C:18]([NH:17][C@H:13]([C:9]1[CH:8]=[C:7]([N:6]2[C:2]([NH:1][C:32](=[O:33])[C@H:31]([CH3:30])[CH:35]=[CH2:36])=[CH:3][C:4]([C:25]([O:27][CH2:28][CH3:29])=[O:26])=[N:5]2)[CH:12]=[CH:11][N:10]=1)[CH2:14][CH:15]=[CH2:16])=[O:19])([CH3:22])([CH3:23])[CH3:24]. The catalyst class is: 25. (3) Reactant: [N+:1]([C:4]1[CH:28]=[CH:27][CH:26]=[CH:25][C:5]=1[C:6]([NH:8][C:9]1[CH:14]=[CH:13][C:12]([C:15]([CH3:24])([CH:17]2[CH2:22][CH2:21][N:20]([CH3:23])[CH2:19][CH2:18]2)[CH3:16])=[CH:11][CH:10]=1)=[O:7])([O-])=O.[H][H]. Product: [NH2:1][C:4]1[CH:28]=[CH:27][CH:26]=[CH:25][C:5]=1[C:6]([NH:8][C:9]1[CH:10]=[CH:11][C:12]([C:15]([CH3:24])([CH:17]2[CH2:18][CH2:19][N:20]([CH3:23])[CH2:21][CH2:22]2)[CH3:16])=[CH:13][CH:14]=1)=[O:7]. The catalyst class is: 50. (4) Reactant: [C:1]([O:5][C:6]([N:8]1[CH2:12][CH2:11][C@@H:10]([N:13]2[CH2:19][C:18]3[CH:20]=[CH:21][C:22]([Cl:24])=[CH:23][C:17]=3[NH:16][C:15](=[O:25])[CH2:14]2)[CH2:9]1)=[O:7])([CH3:4])([CH3:3])[CH3:2].[H-].[Na+].[CH2:28](I)[CH3:29]. The catalyst class is: 1. Product: [C:1]([O:5][C:6]([N:8]1[CH2:12][CH2:11][C@@H:10]([N:13]2[CH2:19][C:18]3[CH:20]=[CH:21][C:22]([Cl:24])=[CH:23][C:17]=3[N:16]([CH2:28][CH3:29])[C:15](=[O:25])[CH2:14]2)[CH2:9]1)=[O:7])([CH3:4])([CH3:2])[CH3:3]. (5) Reactant: [Cl:1][C:2]1[CH:3]=[C:4]2[NH:22][C:21]([O:23][C@@H:24]3[CH2:28][O:27][C@@H:26]4[C:29](=O)[CH2:30][O:31][C@H:25]34)=[N:20][C:5]2=[N:6][C:7]=1[C:8]1[CH:13]=[CH:12][C:11]([C:14]2[CH:19]=[CH:18][CH:17]=[CH:16][CH:15]=2)=[CH:10][CH:9]=1.[C:33](=[O:36])([O-])[O-].[NH4+:37].[NH4+:38].[C-]#N.[K+].[CH3:42][OH:43]. Product: [Cl:1][C:2]1[CH:3]=[C:4]2[NH:22][C:21]([O:23][C@@H:24]3[CH2:28][O:27][C@@H:26]4[C:29]5([CH2:30][O:31][C@H:25]34)[NH:38][C:42](=[O:43])[NH:37][C:33]5=[O:36])=[N:20][C:5]2=[N:6][C:7]=1[C:8]1[CH:9]=[CH:10][C:11]([C:14]2[CH:19]=[CH:18][CH:17]=[CH:16][CH:15]=2)=[CH:12][CH:13]=1. The catalyst class is: 16. (6) Reactant: C(N(CC)CC)C.[CH3:8][S:9][C:10]1[C:15]([NH2:16])=[C:14]([S:17][CH3:18])[N:13]=[CH:12][N:11]=1.[Br:19][CH2:20][C:21](Br)=[O:22]. Product: [CH3:18][S:17][C:14]1[C:15]([NH:16][C:21](=[O:22])[CH2:20][Br:19])=[C:10]([S:9][CH3:8])[N:11]=[CH:12][N:13]=1. The catalyst class is: 20. (7) Reactant: [Br:1][C:2]1[CH:7]=[CH:6][C:5]([N:8]2[C:12]([C:13]3[CH:18]=[CH:17][C:16]([O:19]C)=[CH:15][CH:14]=3)=[CH:11][C:10]([CH3:21])=[C:9]2[CH3:22])=[CH:4][CH:3]=1.B(Br)(Br)Br. Product: [Br:1][C:2]1[CH:7]=[CH:6][C:5]([N:8]2[C:9]([CH3:22])=[C:10]([CH3:21])[CH:11]=[C:12]2[C:13]2[CH:14]=[CH:15][C:16]([OH:19])=[CH:17][CH:18]=2)=[CH:4][CH:3]=1. The catalyst class is: 2.